From a dataset of Full USPTO retrosynthesis dataset with 1.9M reactions from patents (1976-2016). Predict the reactants needed to synthesize the given product. (1) Given the product [C:28]([N:10]1[C:11]([C:14]2[CH:19]=[CH:18][CH:17]=[CH:16][N:15]=2)=[N:12][N:13]=[C:8]([C:5]2[CH:4]=[CH:3][C:2]([NH2:1])=[CH:7][N:6]=2)[NH:9]1)(=[O:29])[CH3:27], predict the reactants needed to synthesize it. The reactants are: [NH2:1][C:2]1[CH:3]=[CH:4][C:5]([C:8]2[N:9]=[N:10][C:11]([C:14]3[CH:19]=[CH:18][CH:17]=[CH:16][N:15]=3)=[N:12][N:13]=2)=[N:6][CH:7]=1.CCN(CC)CC.[CH3:27][C:28](OC(C)=O)=[O:29]. (2) Given the product [Cl:6][C:7]1[N:17]=[CH:16][C:15]([CH2:18][N:19]2[C:23]([CH3:24])=[C:22]([C:25]3[CH:30]=[CH:29][C:28]([C:31]#[N:32])=[CH:27][CH:26]=3)[C:21]([C:33]#[N:34])=[C:20]2[CH3:35])=[CH:14][C:8]=1[CH2:9][OH:10], predict the reactants needed to synthesize it. The reactants are: [BH4-].[Na+].[Cl-].[Ca+2].[Cl-].[Cl:6][C:7]1[N:17]=[CH:16][C:15]([CH2:18][N:19]2[C:23]([CH3:24])=[C:22]([C:25]3[CH:30]=[CH:29][C:28]([C:31]#[N:32])=[CH:27][CH:26]=3)[C:21]([C:33]#[N:34])=[C:20]2[CH3:35])=[CH:14][C:8]=1[C:9](OCC)=[O:10].C(O)(=O)CC(CC(O)=O)(C(O)=O)O. (3) Given the product [Br-:1].[C:6]([C:5]1[CH:4]=[C:3]([CH:11]=[CH:10][CH:9]=1)[CH2:2][P+:18]([C:19]1[CH:20]=[CH:21][CH:22]=[CH:23][CH:24]=1)([C:25]1[CH:30]=[CH:29][CH:28]=[CH:27][CH:26]=1)[C:12]1[CH:13]=[CH:14][CH:15]=[CH:16][CH:17]=1)([OH:8])=[O:7], predict the reactants needed to synthesize it. The reactants are: [Br:1][CH2:2][C:3]1[CH:4]=[C:5]([CH:9]=[CH:10][CH:11]=1)[C:6]([OH:8])=[O:7].[C:12]1([P:18]([C:25]2[CH:30]=[CH:29][CH:28]=[CH:27][CH:26]=2)[C:19]2[CH:24]=[CH:23][CH:22]=[CH:21][CH:20]=2)[CH:17]=[CH:16][CH:15]=[CH:14][CH:13]=1. (4) Given the product [Cl:1][C:16]1[C:15]([C:20]([F:21])([F:22])[F:23])=[C:14]([C:9]2[CH:10]=[CH:11][CH:12]=[CH:13][C:8]=2[C:7]([F:24])([F:25])[F:6])[CH:19]=[CH:18][CH:17]=1, predict the reactants needed to synthesize it. The reactants are: [Cl:1]CC(Cl)C.[F:6][C:7]([F:25])([F:24])[C:8]1[CH:13]=[CH:12][CH:11]=[CH:10][C:9]=1[C:14]1[CH:19]=[CH:18][CH:17]=[CH:16][C:15]=1[C:20]([F:23])([F:22])[F:21].ClC1C=CC=CC=1C(F)(F)F.